This data is from Forward reaction prediction with 1.9M reactions from USPTO patents (1976-2016). The task is: Predict the product of the given reaction. (1) Given the reactants [CH2:1]1[CH2:6][C@H:5]([C:7]([OH:9])=[O:8])[CH2:4][CH2:3][C@H:2]1[CH2:10][NH2:11].[CH3:12][CH:13]([CH3:31])[CH2:14][C:15]([O:17][CH:18]([O:20][C:21](ON1C(=O)CCC1=O)=[O:22])[CH3:19])=[O:16], predict the reaction product. The product is: [CH3:12][CH:13]([CH3:31])[CH2:14][C:15]([O:17][CH:18]([O:20][C:21]([NH:11][CH2:10][C@H:2]1[CH2:3][CH2:4][C@H:5]([C:7]([OH:9])=[O:8])[CH2:6][CH2:1]1)=[O:22])[CH3:19])=[O:16]. (2) Given the reactants [H-].[Al+3].[Li+].[H-].[H-].[H-].[C:7]([C:9]1[CH:10]=[C:11]2[C:15](=[CH:16][CH:17]=1)[N:14]([S:18]([C:21]1[CH:26]=[CH:25][C:24]([CH3:27])=[CH:23][CH:22]=1)(=[O:20])=[O:19])[CH:13]=[C:12]2[C@H:28]1[CH2:30][C@H:29]1C(=C)C(OC)=O)#[N:8].[O:37]1CCC[CH2:38]1, predict the reaction product. The product is: [C:7]([C:9]1[CH:10]=[C:11]2[C:15](=[CH:16][CH:17]=1)[N:14]([S:18]([C:21]1[CH:22]=[CH:23][C:24]([CH3:27])=[CH:25][CH:26]=1)(=[O:19])=[O:20])[CH:13]=[C:12]2[C@H:28]1[CH2:30][C@H:29]1[CH2:38][OH:37])#[N:8]. (3) Given the reactants [NH2:1][C:2](=[O:37])[C@@H:3]([NH:20][C:21]([C:23]1([NH:29][C:30](=[O:36])[O:31][C:32]([CH3:35])([CH3:34])[CH3:33])[CH2:28][CH2:27][O:26][CH2:25][CH2:24]1)=[O:22])[CH2:4][C:5]1[CH:10]=[CH:9][C:8](B2OC(C)(C)C(C)(C)O2)=[CH:7][CH:6]=1.Br[C:39]1[CH:44]=[CH:43][N:42]=[C:41]([O:45][CH3:46])[CH:40]=1.C(=O)([O-])[O-].[Na+].[Na+], predict the reaction product. The product is: [NH2:1][C:2](=[O:37])[C@@H:3]([NH:20][C:21]([C:23]1([NH:29][C:30](=[O:36])[O:31][C:32]([CH3:35])([CH3:34])[CH3:33])[CH2:24][CH2:25][O:26][CH2:27][CH2:28]1)=[O:22])[CH2:4][C:5]1[CH:6]=[CH:7][C:8]([C:39]2[CH:44]=[CH:43][N:42]=[C:41]([O:45][CH3:46])[CH:40]=2)=[CH:9][CH:10]=1. (4) Given the reactants [CH3:1][C:2]1[CH:3]=[C:4]([C@H:12]2[CH2:17][C@@H:16]([C:18]3[O:22][NH:21][C:20](=[O:23])[CH:19]=3)[CH2:15][CH2:14][N:13]2[C:24]([O:26][CH3:27])=[O:25])[CH:5]=[CH:6][C:7]=1[C:8]([F:11])([F:10])[F:9].CCCCCCC.CC(O)C, predict the reaction product. The product is: [CH3:1][C:2]1[CH:3]=[C:4]([C@H:12]2[CH2:17][C@@H:16]([C:18]3[O:22][NH:21][C:20](=[O:23])[CH:19]=3)[CH2:15][CH2:14][N:13]2[C:24]([O:26][CH3:27])=[O:25])[CH:5]=[CH:6][C:7]=1[C:8]([F:9])([F:10])[F:11].[CH3:1][C:2]1[CH:3]=[C:4]([C@@H:12]2[CH2:17][C@H:16]([C:18]3[O:22][NH:21][C:20](=[O:23])[CH:19]=3)[CH2:15][CH2:14][N:13]2[C:24]([O:26][CH3:27])=[O:25])[CH:5]=[CH:6][C:7]=1[C:8]([F:9])([F:10])[F:11]. (5) The product is: [C:24]([C:23]1[C:18]([C:17]([OH:30])=[C:13]2[CH2:14][C:15](=[O:16])[N:11]([CH2:10][C:8]3[CH:7]=[CH:6][C:5]4[O:1][CH2:2][O:3][C:4]=4[CH:9]=3)[C:12]2=[O:31])=[N:19][CH:20]=[CH:21][CH:22]=1)(=[O:25])[CH3:29]. Given the reactants [O:1]1[C:5]2[CH:6]=[CH:7][C:8]([CH2:10][N:11]3[C:15](=[O:16])[CH2:14][C:13](=[C:17]([OH:30])[C:18]4[C:23]([C:24]5([CH3:29])OCC[O:25]5)=[CH:22][CH:21]=[CH:20][N:19]=4)[C:12]3=[O:31])=[CH:9][C:4]=2[O:3][CH2:2]1.Cl, predict the reaction product. (6) Given the reactants [NH2:1][CH2:2][C@H:3]1[CH2:8][CH2:7][C@H:6]([NH:9][C:10]2[N:15]=[C:14]([N:16]3[C:20]4[CH:21]=[CH:22][CH:23]=[CH:24][C:19]=4[N:18]=[N:17]3)[CH:13]=[CH:12][N:11]=2)[CH2:5][CH2:4]1.[C:25](Cl)(=[O:27])[CH3:26], predict the reaction product. The product is: [N:16]1([C:14]2[CH:13]=[CH:12][N:11]=[C:10]([NH:9][C@H:6]3[CH2:5][CH2:4][C@H:3]([CH2:2][NH:1][C:25](=[O:27])[CH3:26])[CH2:8][CH2:7]3)[N:15]=2)[C:20]2[CH:21]=[CH:22][CH:23]=[CH:24][C:19]=2[N:18]=[N:17]1.